This data is from Forward reaction prediction with 1.9M reactions from USPTO patents (1976-2016). The task is: Predict the product of the given reaction. Given the reactants [CH2:1]([O:5][C:6]1[N:14]=[C:13]2[C:9]([N:10]=[C:11]([O:23]C)[N:12]2[CH2:15][CH2:16][CH:17]2[CH2:22][CH2:21][CH2:20][NH:19][CH2:18]2)=[C:8]([NH2:25])[N:7]=1)[CH2:2][CH2:3][CH3:4].CCN(C(C)C)C(C)C.C(=O)([O-])[O-].[K+].[K+].[Br:41][CH:42]([CH2:45][CH3:46])[CH2:43][CH3:44], predict the reaction product. The product is: [Br:41][CH:42]([CH2:45][CH3:46])[CH2:43][CH3:44].[NH2:25][C:8]1[N:7]=[C:6]([O:5][CH2:1][CH2:2][CH2:3][CH3:4])[N:14]=[C:13]2[C:9]=1[NH:10][C:11](=[O:23])[N:12]2[CH2:15][CH2:16][CH:17]1[CH2:22][CH2:21][CH2:20][N:19]([CH:42]([CH2:45][CH3:46])[CH2:43][CH3:44])[CH2:18]1.